This data is from Full USPTO retrosynthesis dataset with 1.9M reactions from patents (1976-2016). The task is: Predict the reactants needed to synthesize the given product. Given the product [CH2:22]([O:21][C:19]([CH:14]1[CH2:13][CH2:12][N:11]([CH:8]([CH2:9][CH3:10])[C:6]([OH:7])=[O:5])[C:17](=[O:18])[CH2:16][CH2:15]1)=[O:20])[CH3:23], predict the reactants needed to synthesize it. The reactants are: C([O:5][C:6]([CH:8]([N:11]1[C:17](=[O:18])[CH2:16][CH2:15][CH:14]([C:19]([O:21][CH2:22][CH3:23])=[O:20])[CH2:13][CH2:12]1)[CH2:9][CH3:10])=[O:7])(C)(C)C.FC(F)(F)C(O)=O.